From a dataset of Reaction yield outcomes from USPTO patents with 853,638 reactions. Predict the reaction yield, written as a fraction of the theoretical maximum amount of product (1.0 means a 100% yield; for example, 0.34 means a 34% yield). The reactants are Br[C:2]1[CH:7]=[CH:6][C:5]([C:8]2[C:12]3[CH2:13][C:14]4[S:15][CH:16]=[CH:17][C:18]=4[C:11]=3[N:10]([CH2:19][O:20][CH2:21][CH2:22][Si:23]([CH3:26])([CH3:25])[CH3:24])[N:9]=2)=[CH:4][CH:3]=1.[CH3:27][N:28]1[CH2:33][CH2:32][NH:31][CH2:30][CH2:29]1.C([O-])([O-])=O.[Cs+].[Cs+].CC1(C)C2C(=C(P(C3C=CC=CC=3)C3C=CC=CC=3)C=CC=2)OC2C(P(C3C=CC=CC=3)C3C=CC=CC=3)=CC=CC1=2. The catalyst is C1(C)C=CC=CC=1.C(O)C.CC([O-])=O.CC([O-])=O.[Pd+2]. The product is [CH3:27][N:28]1[CH2:33][CH2:32][N:31]([C:2]2[CH:7]=[CH:6][C:5]([C:8]3[C:12]4[CH2:13][C:14]5[S:15][CH:16]=[CH:17][C:18]=5[C:11]=4[N:10]([CH2:19][O:20][CH2:21][CH2:22][Si:23]([CH3:26])([CH3:25])[CH3:24])[N:9]=3)=[CH:4][CH:3]=2)[CH2:30][CH2:29]1. The yield is 0.390.